From a dataset of Reaction yield outcomes from USPTO patents with 853,638 reactions. Predict the reaction yield, written as a fraction of the theoretical maximum amount of product (1.0 means a 100% yield; for example, 0.34 means a 34% yield). (1) The reactants are [CH3:1][S:2]([CH2:5][CH2:6][C:7]1[N:12]=[CH:11][C:10]([NH2:13])=[CH:9][CH:8]=1)(=[O:4])=[O:3].C(N(C(C)C)C(C)C)C.[Cl:23][C:24]1[CH:25]=[C:26]([N:30]2[C:34]([CH2:35][NH:36][C:37](=O)[O:38]C3C=CC=CC=3)=[CH:33][C:32]([C:46]([F:49])([F:48])[F:47])=[N:31]2)[CH:27]=[CH:28][CH:29]=1. The catalyst is O1CCCC1. The product is [Cl:23][C:24]1[CH:25]=[C:26]([N:30]2[C:34]([CH2:35][NH:36][C:37]([NH:13][C:10]3[CH:11]=[N:12][C:7]([CH2:6][CH2:5][S:2]([CH3:1])(=[O:4])=[O:3])=[CH:8][CH:9]=3)=[O:38])=[CH:33][C:32]([C:46]([F:47])([F:48])[F:49])=[N:31]2)[CH:27]=[CH:28][CH:29]=1. The yield is 0.460. (2) The reactants are C(O[C:4](=[O:16])[C:5]1[CH:10]=[C:9]([N+:11]([O-])=O)[C:8](F)=[CH:7][C:6]=1[F:15])C.[CH2:17]([O:19]C(=O)C1C=CC(F)=CC=1F)[CH3:18].[N+]([O-])(O)=O.O[S:35](O)(=O)=O. No catalyst specified. The product is [F:15][C:6]1[C:5]([CH:4]=[O:16])=[CH:10][C:9]2[NH:11][C:17](=[O:19])[CH2:18][S:35][C:8]=2[CH:7]=1. The yield is 0.880.